The task is: Predict the product of the given reaction.. This data is from Forward reaction prediction with 1.9M reactions from USPTO patents (1976-2016). (1) Given the reactants Cl[C:2]1[CH:3]=[CH:4][C:5]([N+:9]([O-:11])=[O:10])=[C:6]([CH:8]=1)[NH2:7].[NH:12]1[CH:16]=[CH:15][CH:14]=[CH:13]1.[OH-].[K+], predict the reaction product. The product is: [N+:9]([C:5]1[CH:4]=[CH:3][C:2]([N:12]2[CH:16]=[CH:15][CH:14]=[CH:13]2)=[CH:8][C:6]=1[NH2:7])([O-:11])=[O:10]. (2) Given the reactants [N:1]1([C:8]2[CH:15]=[CH:14][C:11]([CH2:12][NH2:13])=[CH:10][C:9]=2[F:16])[CH2:7][CH2:6][CH2:5][CH2:4][CH2:3][CH2:2]1.[CH:17]1[C:26]2[C:21](=[C:22]([CH:27]([CH2:31][CH3:32])[C:28](O)=[O:29])[CH:23]=[CH:24][CH:25]=2)[CH:20]=[CH:19][N:18]=1.C1C2C(=C(CC(O)=O)C=CC=2)C=CN=1, predict the reaction product. The product is: [N:1]1([C:8]2[CH:15]=[CH:14][C:11]([CH2:12][NH:13][C:28](=[O:29])[CH:27]([C:22]3[CH:23]=[CH:24][CH:25]=[C:26]4[C:21]=3[CH:20]=[CH:19][N:18]=[CH:17]4)[CH2:31][CH3:32])=[CH:10][C:9]=2[F:16])[CH2:7][CH2:6][CH2:5][CH2:4][CH2:3][CH2:2]1.